Dataset: PAMPA (Parallel Artificial Membrane Permeability Assay) permeability data from NCATS. Task: Regression/Classification. Given a drug SMILES string, predict its absorption, distribution, metabolism, or excretion properties. Task type varies by dataset: regression for continuous measurements (e.g., permeability, clearance, half-life) or binary classification for categorical outcomes (e.g., BBB penetration, CYP inhibition). Dataset: pampa_ncats. The compound is CCOC(=O)C1=NC2=CC=CC=C2C(=N1)NC3=CC=C(C=C3)N4CCC(CC4)C. The result is 1 (high permeability).